This data is from Full USPTO retrosynthesis dataset with 1.9M reactions from patents (1976-2016). The task is: Predict the reactants needed to synthesize the given product. (1) Given the product [C:1]([O:5][C:6]([N:8]1[C:17]2[C:12](=[CH:13][CH:14]=[CH:15][CH:16]=2)[N:11]([C:18]2[CH:23]=[CH:22][C:21]([N:24]3[CH2:29][CH2:28][N:27]([S:35]([CH2:33][CH3:34])(=[O:37])=[O:36])[CH2:26][CH2:25]3)=[CH:20][N:19]=2)[CH2:10][CH2:9]1)=[O:7])([CH3:4])([CH3:2])[CH3:3], predict the reactants needed to synthesize it. The reactants are: [C:1]([O:5][C:6]([N:8]1[C:17]2[C:12](=[CH:13][CH:14]=[CH:15][CH:16]=2)[N:11]([C:18]2[CH:23]=[CH:22][C:21]([N:24]3[CH2:29][CH2:28][NH:27][CH2:26][CH2:25]3)=[CH:20][N:19]=2)[CH2:10][CH2:9]1)=[O:7])([CH3:4])([CH3:3])[CH3:2].ClCCl.[CH2:33]([S:35](Cl)(=[O:37])=[O:36])[CH3:34]. (2) Given the product [CH2:5]([C:6]1[N:31]([CH2:32][C:33]2([OH:39])[CH2:38][CH2:37][O:36][CH2:35][CH2:34]2)[C:30]2[C:29]3[CH:28]=[CH:27][CH:26]=[CH:25][C:24]=3[N:23]=[CH:22][C:21]=2[N:20]=1)[CH3:4], predict the reactants needed to synthesize it. The reactants are: C(O[C:4](OCC)(OCC)[CH2:5][CH3:6])C.Cl.N1C=CC=CC=1.[NH2:20][C:21]1[CH:22]=[N:23][C:24]2[C:29]([C:30]=1[NH:31][CH2:32][C:33]1([OH:39])[CH2:38][CH2:37][O:36][CH2:35][CH2:34]1)=[CH:28][CH:27]=[CH:26][CH:25]=2. (3) Given the product [NH2:19][C:18]1[N:17]=[CH:16][C:15]2[C:20]([C:23]3[CH2:24][CH2:25][N:26]([C:33]([NH:32][CH:29]([CH3:31])[CH3:30])=[O:34])[CH2:27][CH:28]=3)=[CH:21][O:22][C:14]=2[C:13]=1[O:12][C@@H:10]([C:3]1[C:4]([Cl:9])=[CH:5][CH:6]=[C:7]([F:8])[C:2]=1[Cl:1])[CH3:11], predict the reactants needed to synthesize it. The reactants are: [Cl:1][C:2]1[C:7]([F:8])=[CH:6][CH:5]=[C:4]([Cl:9])[C:3]=1[C@H:10]([O:12][C:13]1[C:14]2[O:22][CH:21]=[C:20]([C:23]3[CH2:24][CH2:25][NH:26][CH2:27][CH:28]=3)[C:15]=2[CH:16]=[N:17][C:18]=1[NH2:19])[CH3:11].[CH:29]([N:32]=[C:33]=[O:34])([CH3:31])[CH3:30].CCN(C(C)C)C(C)C. (4) Given the product [Br:19][CH2:1][C:2]1[CH:11]=[CH:10][CH:9]=[CH:8][C:3]=1[C:4]([O:6][CH3:7])=[O:5], predict the reactants needed to synthesize it. The reactants are: [CH3:1][C:2]1[CH:11]=[CH:10][CH:9]=[CH:8][C:3]=1[C:4]([O:6][CH3:7])=[O:5].C1C(=O)N([Br:19])C(=O)C1. (5) Given the product [Br:1][C:58]1[CH:58]=[C:59]([C:60]2[CH:61]=[CH:42][C:37]([C:37]3[CH:38]=[CH:39][C:40]([CH2:39][CH2:38][CH2:37][CH2:42][CH3:41])=[CH:41][CH:42]=3)=[CH:38][C:56]=2[CH2:54][CH3:55])[CH:61]=[CH:60][C:59]=1[O:14][CH2:13][CH2:12][CH:11]([CH2:15][O:16][Si:17]([CH3:18])([CH3:19])[C:20]([CH3:23])([CH3:22])[CH3:21])[CH2:10][O:9][Si:2]([CH3:4])([CH3:3])[C:5]([CH3:6])([CH3:7])[CH3:8], predict the reactants needed to synthesize it. The reactants are: [Br-:1].[Si:2]([O:9][CH2:10][CH:11]([CH2:15][O:16][Si:17]([C:20]([CH3:23])([CH3:22])[CH3:21])([CH3:19])[CH3:18])[CH2:12][CH2:13][OH:14])([C:5]([CH3:8])([CH3:7])[CH3:6])([CH3:4])[CH3:3].[C:37]1(P([C:37]2[CH:42]=[CH:41][CH:40]=[CH:39][CH:38]=2)[C:37]2[CH:42]=[CH:41][CH:40]=[CH:39][CH:38]=2)[CH:42]=[CH:41][CH:40]=[CH:39][CH:38]=1.N(C(O[CH:54]([CH3:56])[CH3:55])=O)=NC(OC(C)C)=O.O1[CH2:61][CH2:60][CH2:59][CH2:58]1. (6) Given the product [CH3:18][N:19]1[CH2:20][CH:21]=[C:22]([C:7]2[C:6]3[C:10](=[CH:11][CH:12]=[C:4]([N+:1]([O-:3])=[O:2])[CH:5]=3)[NH:9][CH:8]=2)[CH2:23][CH2:24]1, predict the reactants needed to synthesize it. The reactants are: [N+:1]([C:4]1[CH:5]=[C:6]2[C:10](=[CH:11][CH:12]=1)[NH:9][CH:8]=[CH:7]2)([O-:3])=[O:2].N1CCCC1.[CH3:18][N:19]1[CH2:24][CH2:23][C:22](=O)[CH2:21][CH2:20]1.